Dataset: Catalyst prediction with 721,799 reactions and 888 catalyst types from USPTO. Task: Predict which catalyst facilitates the given reaction. (1) Reactant: Cl[C:2]1[N:7]=[C:6]([NH:8][CH2:9][C:10]2[CH:15]=[CH:14][C:13]([O:16][CH3:17])=[C:12]([Cl:18])[CH:11]=2)[C:5]([C:19]([C:21]2[CH:26]=[CH:25][CH:24]=[CH:23][N:22]=2)=[O:20])=[CH:4][N:3]=1.[N:27]1[CH:32]=[CH:31][CH:30]=[CH:29][C:28]=1[CH2:33][OH:34].O1CCCC1. Product: [N:27]1[CH:32]=[CH:31][CH:30]=[CH:29][C:28]=1[CH2:33][O:34][C:2]1[N:7]=[C:6]([NH:8][CH2:9][C:10]2[CH:15]=[CH:14][C:13]([O:16][CH3:17])=[C:12]([Cl:18])[CH:11]=2)[C:5]([C:19]([C:21]2[CH:26]=[CH:25][CH:24]=[CH:23][N:22]=2)=[O:20])=[CH:4][N:3]=1. The catalyst class is: 6. (2) Reactant: [F:1][C:2]([F:18])([F:17])[C:3]([N:5]1[C:13]2[C:8](=[CH:9][C:10]([N+:14]([O-])=O)=[CH:11][CH:12]=2)[CH2:7][CH2:6]1)=[O:4]. Product: [NH2:14][C:10]1[CH:9]=[C:8]2[C:13](=[CH:12][CH:11]=1)[N:5]([C:3](=[O:4])[C:2]([F:18])([F:1])[F:17])[CH2:6][CH2:7]2. The catalyst class is: 19. (3) The catalyst class is: 5. Reactant: C([O:4][C:5]1[CH:10]=[CH:9][C:8]([O:11][CH2:12][C@@H:13]([NH:15][C:16]([O:18][C:19]([CH3:22])([CH3:21])[CH3:20])=[O:17])[CH3:14])=[CH:7][CH:6]=1)(=O)C.C(=O)([O-])[O-].[K+].[K+]. Product: [OH:4][C:5]1[CH:6]=[CH:7][C:8]([O:11][CH2:12][C@@H:13]([NH:15][C:16](=[O:17])[O:18][C:19]([CH3:20])([CH3:21])[CH3:22])[CH3:14])=[CH:9][CH:10]=1. (4) Reactant: [Bi](Br)(Br)[Br:2].[Br:5][C:6]1[CH:13]=[CH:12][C:9]([CH:10]=[O:11])=[CH:8][C:7]=1[F:14].[CH2:15]([CH:17]([CH:20]=[CH2:21])[CH2:18]O)[CH3:16].Cl. Product: [Br:2][CH:15]1[CH:17]([CH2:20][CH3:21])[CH2:18][O:11][CH:10]([C:9]2[CH:12]=[CH:13][C:6]([Br:5])=[C:7]([F:14])[CH:8]=2)[CH2:16]1. The catalyst class is: 11.